This data is from Catalyst prediction with 721,799 reactions and 888 catalyst types from USPTO. The task is: Predict which catalyst facilitates the given reaction. (1) Reactant: [NH2:1][C:2]1[C:3]([N+:13]([O-:15])=[O:14])=[C:4]([C:9]([Br:12])=[CH:10][CH:11]=1)[C:5]([O:7][CH3:8])=[O:6].Br[C:17]([CH3:24])(C)[C:18]([O:20][CH2:21][CH3:22])=[O:19].[I-].[K+].[C:27](=O)([O-])[O-].[Cs+].[Cs+]. Product: [Br:12][C:9]1[C:4]([C:5]([O:7][CH3:8])=[O:6])=[C:3]([N+:13]([O-:15])=[O:14])[C:2]([NH:1][CH:24]([CH2:17][C:18]([O:20][CH2:21][CH3:22])=[O:19])[CH3:27])=[CH:11][CH:10]=1. The catalyst class is: 69. (2) Reactant: [OH:1][C:2]1[CH:3]=[C:4]([CH:9]=[C:10]([O:12][C@@H:13]([CH3:16])[CH2:14][OH:15])[CH:11]=1)[C:5]([O:7][CH3:8])=[O:6].[N:17]1([C:21]([C:23]2[CH:24]=[C:25]([Cl:30])[C:26](Cl)=[N:27][CH:28]=2)=[O:22])[CH2:20][CH2:19][CH2:18]1.C(=O)([O-])[O-].[K+].[K+]. Product: [N:17]1([C:21]([C:23]2[CH:24]=[C:25]([Cl:30])[C:26]([O:1][C:2]3[CH:3]=[C:4]([CH:9]=[C:10]([O:12][C@@H:13]([CH3:16])[CH2:14][OH:15])[CH:11]=3)[C:5]([O:7][CH3:8])=[O:6])=[N:27][CH:28]=2)=[O:22])[CH2:20][CH2:19][CH2:18]1. The catalyst class is: 10. (3) Reactant: [NH2:1][CH2:2][C:3]1[N:7]=[C:6]([C@H:8]([CH2:17][CH2:18][CH2:19][CH:20]2[CH2:25][CH2:24][CH2:23][CH2:22][CH2:21]2)[CH2:9][C:10]([O:12][C:13]([CH3:16])([CH3:15])[CH3:14])=[O:11])[O:5][N:4]=1.C1C(=O)[N:30](OC(ON2C(=O)CCC2=O)=O)[C:28](=[O:29])C1.N. Product: [NH2:30][C:28]([NH:1][CH2:2][C:3]1[N:7]=[C:6]([C@H:8]([CH2:17][CH2:18][CH2:19][CH:20]2[CH2:21][CH2:22][CH2:23][CH2:24][CH2:25]2)[CH2:9][C:10]([O:12][C:13]([CH3:15])([CH3:16])[CH3:14])=[O:11])[O:5][N:4]=1)=[O:29]. The catalyst class is: 23. (4) Reactant: [C:1]1([C:11]2[CH2:20][C:19](=[O:21])[C:18]3[C:13](=[CH:14][C:15]4[O:24][CH2:23][O:22][C:16]=4[CH:17]=3)[N:12]=2)[C:10]2C(=CC=C[CH:9]=2)C=C[CH:2]=1.[H-].[Na+].[O:27]([CH2:57][C:58]1[CH:63]=[CH:62][CH:61]=[CH:60][CH:59]=1)[P:28](O[P:28]([O:29][CH2:30][C:31]1[CH:36]=[CH:35][CH:34]=[CH:33][CH:32]=1)([O:27][CH2:57][C:58]1[CH:63]=[CH:62][CH:61]=[CH:60][CH:59]=1)=[O:37])(=[O:37])[O:29][CH2:30][C:31]1[CH:36]=[CH:35][CH:34]=[CH:33][CH:32]=1. Product: [P:28]([O:21][C:19]1[C:18]2[C:13](=[CH:14][C:15]3[O:24][CH2:23][O:22][C:16]=3[CH:17]=2)[N:12]=[C:11]([C:1]2[C:10]3[CH:9]=[CH:16][CH:17]=[CH:18][C:19]=3[O:21][CH:2]=2)[CH:20]=1)([O:27][CH2:57][C:58]1[CH:59]=[CH:60][CH:61]=[CH:62][CH:63]=1)([O:29][CH2:30][C:31]1[CH:32]=[CH:33][CH:34]=[CH:35][CH:36]=1)=[O:37]. The catalyst class is: 7. (5) Reactant: [CH2:1]([O:8][C:9]1[CH:17]=[CH:16][C:12]([C:13]([OH:15])=[O:14])=[C:11]([Cl:18])[CH:10]=1)[C:2]1[CH:7]=[CH:6][CH:5]=[CH:4][CH:3]=1.[CH2:19]([C:24]1[CH:29]=[CH:28][C:27]([O:30][C:31](=[O:39])[C:32]2[CH:37]=[CH:36][C:35](O)=[CH:34][CH:33]=2)=[CH:26][CH:25]=1)[CH2:20][CH2:21][CH2:22][CH3:23].C1(N=C=NC2CCCCC2)CCCCC1. Product: [CH2:19]([C:24]1[CH:29]=[CH:28][C:27]([O:30][C:31]([C:32]2[CH:37]=[CH:36][C:35]([O:14][C:13](=[O:15])[C:12]3[CH:16]=[CH:17][C:9]([O:8][CH2:1][C:2]4[CH:3]=[CH:4][CH:5]=[CH:6][CH:7]=4)=[CH:10][C:11]=3[Cl:18])=[CH:34][CH:33]=2)=[O:39])=[CH:26][CH:25]=1)[CH2:20][CH2:21][CH2:22][CH3:23]. The catalyst class is: 143. (6) Product: [NH:24]1[CH:13]2[CH2:11][C:19]3[CH:20]=[CH:21][CH:22]=[CH:23][C:18]=3[CH:17]1[CH2:16][C:15](=[O:25])[CH2:14]2. The catalyst class is: 19. Reactant: C(OC([CH:11]1[C:19]2[CH:20]=[CH:21][CH:22]=[CH:23][C:18]=2[CH:17]2[NH:24][CH:13]([CH2:14][C:15](=[O:25])[CH2:16]2)C1)=O)C1C=CC=CC=1. (7) Reactant: [C:1]([O:5][C:6](=[O:21])[NH:7][CH2:8][C:9]1[CH:18]=[CH:17][C:16]2[C:11](=[CH:12][CH:13]=[C:14]([OH:20])[C:15]=2[Br:19])[CH:10]=1)([CH3:4])([CH3:3])[CH3:2].C(=O)([O-])[O-].[K+].[K+].Br[CH2:29][C:30]([O:32][CH3:33])=[O:31]. Product: [CH3:33][O:32][C:30](=[O:31])[CH2:29][O:20][C:14]1[CH:13]=[CH:12][C:11]2[C:16](=[CH:17][CH:18]=[C:9]([CH2:8][NH:7][C:6]([O:5][C:1]([CH3:4])([CH3:2])[CH3:3])=[O:21])[CH:10]=2)[C:15]=1[Br:19]. The catalyst class is: 39.